Dataset: Full USPTO retrosynthesis dataset with 1.9M reactions from patents (1976-2016). Task: Predict the reactants needed to synthesize the given product. (1) Given the product [Cl:13][C:14]1[C:15]([CH3:23])=[C:16]([N:20]=[C:21]2[N:9]([CH2:2][C:3]3[CH:4]=[CH:5][CH:6]=[CH:7][CH:8]=3)[CH2:10][CH2:11][S:22]2)[CH:17]=[CH:18][CH:19]=1, predict the reactants needed to synthesize it. The reactants are: [Cl-].[CH2:2]([NH2+:9][CH2:10][CH2:11]Cl)[C:3]1[CH:8]=[CH:7][CH:6]=[CH:5][CH:4]=1.[Cl:13][C:14]1[C:15]([CH3:23])=[C:16]([N:20]=[C:21]=[S:22])[CH:17]=[CH:18][CH:19]=1. (2) Given the product [CH3:7][O:8][C:9](=[O:20])[C:10]1[CH:15]=[C:14]([N:1]2[CH2:6][CH2:5][O:4][CH2:3][CH2:2]2)[CH:13]=[CH:12][C:11]=1[N+:17]([O-:19])=[O:18], predict the reactants needed to synthesize it. The reactants are: [NH:1]1[CH2:6][CH2:5][O:4][CH2:3][CH2:2]1.[CH3:7][O:8][C:9](=[O:20])[C:10]1[CH:15]=[C:14](F)[CH:13]=[CH:12][C:11]=1[N+:17]([O-:19])=[O:18].O. (3) Given the product [Br:1][C:2]1[CH:9]=[CH:8][C:5]([CH2:6][NH:14][CH2:13][CH:12]([O:15][CH3:16])[O:11][CH3:10])=[CH:4][CH:3]=1, predict the reactants needed to synthesize it. The reactants are: [Br:1][C:2]1[CH:9]=[CH:8][C:5]([CH:6]=O)=[CH:4][CH:3]=1.[CH3:10][O:11][CH:12]([O:15][CH3:16])[CH2:13][NH2:14].O.C1(C)C=CC(S(O)(=O)=O)=CC=1.[BH4-].[Na+]. (4) Given the product [CH:15]1([N:7]2[CH2:8][C:9]([F:14])([F:13])[C:10](=[O:12])[NH:11][C:5]3[CH:4]=[N:3][C:2]([NH:21][C:22]4[CH:23]=[CH:24][C:25]([C:26]([NH:28][CH:29]5[CH2:34][CH2:33][O:32][CH2:31][CH2:30]5)=[O:27])=[CH:35][CH:36]=4)=[N:20][C:6]2=3)[CH2:19][CH2:18][CH2:17][CH2:16]1, predict the reactants needed to synthesize it. The reactants are: Cl[C:2]1[N:3]=[CH:4][C:5]2[NH:11][C:10](=[O:12])[C:9]([F:14])([F:13])[CH2:8][N:7]([CH:15]3[CH2:19][CH2:18][CH2:17][CH2:16]3)[C:6]=2[N:20]=1.[NH2:21][C:22]1[CH:36]=[CH:35][C:25]([C:26]([NH:28][CH:29]2[CH2:34][CH2:33][O:32][CH2:31][CH2:30]2)=[O:27])=[CH:24][CH:23]=1.O.C1(C)C=CC(S(O)(=O)=O)=CC=1. (5) Given the product [CH2:7]([O:9][C:10]([C:12]1[C:13]([C:36]([O:38][CH2:39][CH3:40])=[O:37])=[C:14]([CH2:33][CH2:34][CH2:35][OH:5])[N:15]2[C:20]=1[C:19]([C:21]1[CH:22]=[CH:23][CH:24]=[CH:25][CH:26]=1)=[CH:18][C:17]([N:27]1[CH2:28][CH2:29][O:30][CH2:31][CH2:32]1)=[N:16]2)=[O:11])[CH3:8], predict the reactants needed to synthesize it. The reactants are: B.C1C[O:5]CC1.[CH2:7]([O:9][C:10]([C:12]1[C:13]([C:36]([O:38][CH2:39][CH3:40])=[O:37])=[C:14]([CH2:33][CH:34]=[CH2:35])[N:15]2[C:20]=1[C:19]([C:21]1[CH:26]=[CH:25][CH:24]=[CH:23][CH:22]=1)=[CH:18][C:17]([N:27]1[CH2:32][CH2:31][O:30][CH2:29][CH2:28]1)=[N:16]2)=[O:11])[CH3:8].[OH-].[Na+].OO. (6) Given the product [NH2:27][C:28]1[C:29]([C:30]2[N:8]([C:9]3[CH:23]=[CH:22][C:12]([CH2:13][NH:14][C:15](=[O:21])[O:16][C:17]([CH3:20])([CH3:19])[CH3:18])=[CH:11][CH:10]=3)[C:5]3=[N:6][CH:7]=[C:2]([Br:1])[CH:3]=[C:4]3[N:24]=2)=[CH:32][CH:33]=[CH:34][N:35]=1, predict the reactants needed to synthesize it. The reactants are: [Br:1][C:2]1[CH:3]=[C:4]([N+:24]([O-])=O)[C:5]([NH:8][C:9]2[CH:23]=[CH:22][C:12]([CH2:13][NH:14][C:15](=[O:21])[O:16][C:17]([CH3:20])([CH3:19])[CH3:18])=[CH:11][CH:10]=2)=[N:6][CH:7]=1.[NH2:27][C:28]1[N:35]=[CH:34][CH:33]=[CH:32][C:29]=1[CH:30]=O.S(S([O-])=O)([O-])=O.[Na+].[Na+]. (7) Given the product [C:16]([C:2]1[CH:7]=[CH:6][C:5]([CH3:8])=[CH:4][C:3]=1[F:9])#[N:17], predict the reactants needed to synthesize it. The reactants are: Br[C:2]1[CH:7]=[CH:6][C:5]([CH3:8])=[CH:4][C:3]=1[F:9].CCOC(C)=O.[CH3:16][N:17](C=O)C. (8) Given the product [CH3:24][N:25]1[CH2:30][CH2:29][N:28]([C:21]([C:20]2[C:13]3[C:12]([NH:11][C:9]4[CH:8]=[CH:7][C:5]5[NH:6][C:2](=[O:1])[S:3][C:4]=5[CH:10]=4)=[N:17][CH:16]=[N:15][C:14]=3[NH:18][CH:19]=2)=[O:23])[CH2:27][CH2:26]1, predict the reactants needed to synthesize it. The reactants are: [O:1]=[C:2]1[NH:6][C:5]2[CH:7]=[CH:8][C:9]([NH:11][C:12]3[C:13]4[C:20]([C:21]([OH:23])=O)=[CH:19][NH:18][C:14]=4[N:15]=[CH:16][N:17]=3)=[CH:10][C:4]=2[S:3]1.[CH3:24][N:25]1[CH2:30][CH2:29][NH:28][CH2:27][CH2:26]1.C(P1(=O)OP(=O)(CCC)OP(=O)(CCC)O1)CC.C(N(C(C)C)C(C)C)C.[OH-].[Na+].